Dataset: Reaction yield outcomes from USPTO patents with 853,638 reactions. Task: Predict the reaction yield, written as a fraction of the theoretical maximum amount of product (1.0 means a 100% yield; for example, 0.34 means a 34% yield). (1) The reactants are [NH:1]1[C:9]2[C:4](=[N:5][CH:6]=[CH:7][CH:8]=2)[CH:3]=[C:2]1[C:10]([N:12]1[CH2:17][CH2:16][CH:15]([C:18]2[CH:23]=[CH:22][CH:21]=[CH:20][C:19]=2[C:24]([F:27])([F:26])[F:25])[CH2:14][CH2:13]1)=[O:11].[H-].[Na+].I[CH3:31]. The catalyst is CN(C=O)C. The product is [CH3:31][N:1]1[C:9]2[C:4](=[N:5][CH:6]=[CH:7][CH:8]=2)[CH:3]=[C:2]1[C:10]([N:12]1[CH2:13][CH2:14][CH:15]([C:18]2[CH:23]=[CH:22][CH:21]=[CH:20][C:19]=2[C:24]([F:25])([F:26])[F:27])[CH2:16][CH2:17]1)=[O:11]. The yield is 0.170. (2) The reactants are [CH:1]1([OH:5])[CH2:4][CH2:3][CH2:2]1.[C:6]1([CH3:16])[CH:11]=[CH:10][C:9]([S:12](Cl)(=[O:14])=[O:13])=[CH:8][CH:7]=1.Cl. The catalyst is N1C=CC=CC=1. The product is [CH3:16][C:6]1[CH:11]=[CH:10][C:9]([S:12]([O:5][CH:1]2[CH2:4][CH2:3][CH2:2]2)(=[O:14])=[O:13])=[CH:8][CH:7]=1. The yield is 0.650. (3) The product is [CH3:2][C:3]1[C:7]([CH2:8][N:9]2[CH:13]=[C:12]([NH:14][C:25]([C:23]3[CH:22]=[CH:21][C:20]4[O:16][CH2:17][O:18][C:19]=4[CH:24]=3)=[O:26])[CH:11]=[N:10]2)=[C:6]([CH3:15])[O:5][N:4]=1. The reactants are Cl.[CH3:2][C:3]1[C:7]([CH2:8][N:9]2[CH:13]=[C:12]([NH2:14])[CH:11]=[N:10]2)=[C:6]([CH3:15])[O:5][N:4]=1.[O:16]1[C:20]2[CH:21]=[CH:22][C:23]([C:25](O)=[O:26])=[CH:24][C:19]=2[O:18][CH2:17]1.OC1C2N=NNC=2C=CC=1.C(O)C(N)(CO)CO. The yield is 0.0600. The catalyst is CN(C)C=O.C(#N)C. (4) The reactants are F[C:2]1[CH:7]=[CH:6][C:5]([N+:8]([O-:10])=[O:9])=[C:4]([O:11][CH3:12])[CH:3]=1.[NH:13]1[CH2:18][CH2:17][CH:16]([CH:19]2[CH2:24][CH2:23][NH:22][CH2:21][CH2:20]2)[CH2:15][CH2:14]1.[OH-].[Na+].[Br-].C([NH3+])CCC. The catalyst is O.C1(C)C=CC=CC=1. The product is [CH3:12][O:11][C:4]1[CH:3]=[C:2]([N:13]2[CH2:18][CH2:17][CH:16]([CH:19]3[CH2:24][CH2:23][NH:22][CH2:21][CH2:20]3)[CH2:15][CH2:14]2)[CH:7]=[CH:6][C:5]=1[N+:8]([O-:10])=[O:9]. The yield is 0.940. (5) The reactants are [CH3:1][C:2]1[CH:22]=[CH:21][C:5]2[N:6]([CH2:9][C:10]3[CH:20]=[CH:19][C:13]4[N:14]=[C:15]([S:17][CH3:18])[S:16][C:12]=4[CH:11]=3)[CH:7]=[N:8][C:4]=2[CH:3]=1.ClC1C=CC=C(C(OO)=[O:31])C=1. The yield is 0.890. The catalyst is C(Cl)Cl.CCOC(C)=O. The product is [CH3:1][C:2]1[CH:22]=[CH:21][C:5]2[N:6]([CH2:9][C:10]3[CH:20]=[CH:19][C:13]4[N:14]=[C:15]([S:17]([CH3:18])=[O:31])[S:16][C:12]=4[CH:11]=3)[CH:7]=[N:8][C:4]=2[CH:3]=1.